From a dataset of Reaction yield outcomes from USPTO patents with 853,638 reactions. Predict the reaction yield, written as a fraction of the theoretical maximum amount of product (1.0 means a 100% yield; for example, 0.34 means a 34% yield). (1) The reactants are [Cl:1][C:2]1[C:3]([C:8]([OH:10])=O)=[N:4][N:5]([CH3:7])[CH:6]=1.O1CCCC1.C(Cl)(=O)C(Cl)=O.[NH2:22][C:23]1[CH:24]=[C:25]([CH:42]=[CH:43][C:44]=1[F:45])[O:26][C:27]1[CH:28]=[CH:29][C:30]2[N:31]([CH:33]=[C:34]([NH:36][C:37]([CH:39]3[CH2:41][CH2:40]3)=[O:38])[N:35]=2)[N:32]=1. The catalyst is CN(C)C=O.CN(C)C(=O)C. The product is [Cl:1][C:2]1[C:3]([C:8]([NH:22][C:23]2[CH:24]=[C:25]([O:26][C:27]3[CH:28]=[CH:29][C:30]4[N:31]([CH:33]=[C:34]([NH:36][C:37]([CH:39]5[CH2:41][CH2:40]5)=[O:38])[N:35]=4)[N:32]=3)[CH:42]=[CH:43][C:44]=2[F:45])=[O:10])=[N:4][N:5]([CH3:7])[CH:6]=1. The yield is 0.800. (2) The reactants are [ClH:1].[NH2:2][C:3]1[N:8]=[C:7]([NH:9][C:10]2[CH:11]=[C:12]([CH:25]=[CH:26][CH:27]=2)[C:13]([NH:15][C:16]2[CH:21]=[CH:20][C:19]([N+:22]([O-])=O)=[CH:18][CH:17]=2)=[O:14])[CH:6]=[C:5]([NH2:28])[N:4]=1. The catalyst is [Pd].CO. The product is [ClH:1].[NH2:22][C:19]1[CH:20]=[CH:21][C:16]([NH:15][C:13](=[O:14])[C:12]2[CH:25]=[CH:26][CH:27]=[C:10]([NH:9][C:7]3[CH:6]=[C:5]([NH2:28])[N:4]=[C:3]([NH2:2])[N:8]=3)[CH:11]=2)=[CH:17][CH:18]=1. The yield is 0.760. (3) The reactants are [CH3:1][C:2]1[CH:7]=[C:6]([N+:8]([O-:10])=[O:9])[CH:5]=[CH:4][C:3]=1[OH:11].N1C=CC=CC=1.[C:18](OC(=O)C)(=[O:20])[CH3:19].O. The catalyst is C(Cl)Cl. The product is [CH3:1][C:2]1[CH:7]=[C:6]([N+:8]([O-:10])=[O:9])[CH:5]=[CH:4][C:3]=1[O:11][C:18](=[O:20])[CH3:19]. The yield is 0.950. (4) The reactants are [Si](O[C@H]1CC(=O)N([C:15]2[C:16]([C:23]([F:26])([F:25])[F:24])=[C:17]([CH:20]=[CH:21][CH:22]=2)[C:18]#[N:19])[C@H]1CC)(C(C)(C)C)(C)C.[CH2:29]([OH:31])[CH3:30].Cl.[C:33](=[O:36])([O-])O.[Na+]. The catalyst is O1CCCC1. The product is [CH2:17]([C@H:18]1[C@@H:29]([OH:31])[CH2:30][C:33](=[O:36])[N:19]1[C:22]1[CH:21]=[CH:20][C:17]([C:18]#[N:19])=[C:16]([C:23]([F:24])([F:25])[F:26])[CH:15]=1)[CH3:16]. The yield is 0.420. (5) The reactants are [NH2:1][C:2]1[CH:11]=[CH:10][C:9]([F:12])=[CH:8][C:3]=1[C:4]([O:6][CH3:7])=[O:5].[C:13](Cl)(=[O:17])[CH:14]([CH3:16])[CH3:15].C(N(CC)CC)C. The catalyst is O1CCCC1. The product is [F:12][C:9]1[CH:10]=[CH:11][C:2]([NH:1][C:13](=[O:17])[CH:14]([CH3:16])[CH3:15])=[C:3]([CH:8]=1)[C:4]([O:6][CH3:7])=[O:5]. The yield is 0.515.